Task: Predict the product of the given reaction.. Dataset: Forward reaction prediction with 1.9M reactions from USPTO patents (1976-2016) (1) Given the reactants [CH3:1][N:2]([CH3:28])[C:3]([C:5]1[N:22]([CH:23]2[CH2:27][CH2:26][CH2:25][CH2:24]2)[C:8]2[N:9]=[C:10]([NH:13][C:14]3[CH:19]=[CH:18][C:17]([CH:20]=O)=[CH:16][N:15]=3)[N:11]=[CH:12][C:7]=2[CH:6]=1)=[O:4].[C:29]([O:33][C:34]([N:36]1[CH2:41][CH2:40][NH:39][CH2:38][CH2:37]1)=[O:35])([CH3:32])([CH3:31])[CH3:30], predict the reaction product. The product is: [C:29]([O:33][C:34]([N:36]1[CH2:41][CH2:40][N:39]([CH2:20][C:17]2[CH:16]=[N:15][C:14]([NH:13][C:10]3[N:11]=[CH:12][C:7]4[CH:6]=[C:5]([C:3](=[O:4])[N:2]([CH3:1])[CH3:28])[N:22]([CH:23]5[CH2:27][CH2:26][CH2:25][CH2:24]5)[C:8]=4[N:9]=3)=[CH:19][CH:18]=2)[CH2:38][CH2:37]1)=[O:35])([CH3:32])([CH3:30])[CH3:31]. (2) Given the reactants [CH2:1]([N:3]1[C:9]2[CH:10]=[C:11]([N+:14]([O-])=O)[CH:12]=[CH:13][C:8]=2[O:7][CH2:6][CH2:5][CH2:4]1)[CH3:2].O.NN, predict the reaction product. The product is: [CH2:1]([N:3]1[C:9]2[CH:10]=[C:11]([NH2:14])[CH:12]=[CH:13][C:8]=2[O:7][CH2:6][CH2:5][CH2:4]1)[CH3:2].